From a dataset of NCI-60 drug combinations with 297,098 pairs across 59 cell lines. Regression. Given two drug SMILES strings and cell line genomic features, predict the synergy score measuring deviation from expected non-interaction effect. (1) Drug 1: C1CCC(C1)C(CC#N)N2C=C(C=N2)C3=C4C=CNC4=NC=N3. Drug 2: C1=CN(C(=O)N=C1N)C2C(C(C(O2)CO)O)O.Cl. Cell line: CCRF-CEM. Synergy scores: CSS=55.4, Synergy_ZIP=-1.24, Synergy_Bliss=-3.27, Synergy_Loewe=-29.2, Synergy_HSA=-3.71. (2) Drug 1: CC1CCC2CC(C(=CC=CC=CC(CC(C(=O)C(C(C(=CC(C(=O)CC(OC(=O)C3CCCCN3C(=O)C(=O)C1(O2)O)C(C)CC4CCC(C(C4)OC)OCCO)C)C)O)OC)C)C)C)OC. Drug 2: C(CCl)NC(=O)N(CCCl)N=O. Cell line: MALME-3M. Synergy scores: CSS=9.74, Synergy_ZIP=1.98, Synergy_Bliss=7.18, Synergy_Loewe=2.56, Synergy_HSA=3.31. (3) Drug 1: C1=CC(=CC=C1CCCC(=O)O)N(CCCl)CCCl. Drug 2: CC1=C(C=C(C=C1)C(=O)NC2=CC(=CC(=C2)C(F)(F)F)N3C=C(N=C3)C)NC4=NC=CC(=N4)C5=CN=CC=C5. Cell line: SW-620. Synergy scores: CSS=7.45, Synergy_ZIP=-6.85, Synergy_Bliss=-6.40, Synergy_Loewe=-10.1, Synergy_HSA=-9.57.